From a dataset of Peptide-MHC class II binding affinity with 134,281 pairs from IEDB. Regression. Given a peptide amino acid sequence and an MHC pseudo amino acid sequence, predict their binding affinity value. This is MHC class II binding data. (1) The MHC is HLA-DQA10401-DQB10402 with pseudo-sequence HLA-DQA10401-DQB10402. The binding affinity (normalized) is 0.0686. The peptide sequence is QKRGIVKENIIDLTKI. (2) The peptide sequence is VAVSEGKPTEKHIQI. The MHC is DRB3_0101 with pseudo-sequence DRB3_0101. The binding affinity (normalized) is 0. (3) The peptide sequence is AFKVAATAANYAPAN. The MHC is DRB1_0701 with pseudo-sequence DRB1_0701. The binding affinity (normalized) is 0.759.